This data is from Catalyst prediction with 721,799 reactions and 888 catalyst types from USPTO. The task is: Predict which catalyst facilitates the given reaction. (1) The catalyst class is: 2. Reactant: [NH2:1][C:2]1[CH:3]=[C:4]([C:8]([C:10]2[CH:11]=[C:12]3[C:17](=[CH:18][CH:19]=2)[N:16]=[CH:15][C:14]([N:20]2[CH2:25][CH2:24][O:23][CH2:22][CH2:21]2)=[N:13]3)=[O:9])[CH:5]=[CH:6][CH:7]=1.CCN(C(C)C)C(C)C.[F:35][C:36]1[CH:37]=[C:38]([CH:42]=[CH:43][CH:44]=1)[C:39](Cl)=[O:40]. Product: [F:35][C:36]1[CH:37]=[C:38]([CH:42]=[CH:43][CH:44]=1)[C:39]([NH:1][C:2]1[CH:7]=[CH:6][CH:5]=[C:4]([C:8]([C:10]2[CH:11]=[C:12]3[C:17](=[CH:18][CH:19]=2)[N:16]=[CH:15][C:14]([N:20]2[CH2:21][CH2:22][O:23][CH2:24][CH2:25]2)=[N:13]3)=[O:9])[CH:3]=1)=[O:40]. (2) Reactant: [Li+].[OH-].[NH2:3][C:4]1[C:9]([C:10]([F:13])([F:12])[F:11])=[CH:8][C:7]([CH2:14][C@@H:15]([O:36][C:37]([N:39]2[CH2:44][CH2:43][CH:42]([N:45]3[CH2:51][CH2:50][C:49]4[CH:52]=[CH:53][CH:54]=[CH:55][C:48]=4[NH:47][C:46]3=[O:56])[CH2:41][CH2:40]2)=[O:38])[C:16]([N:18]2[CH2:23][CH2:22][N:21]([CH:24]3[CH2:29][CH2:28][N:27]([CH3:30])[CH2:26][CH2:25]3)[C@H:20]([C:31]([O:33]CC)=[O:32])[CH2:19]2)=[O:17])=[CH:6][C:5]=1[Cl:57]. Product: [NH2:3][C:4]1[C:9]([C:10]([F:11])([F:13])[F:12])=[CH:8][C:7]([CH2:14][C@@H:15]([O:36][C:37]([N:39]2[CH2:40][CH2:41][CH:42]([N:45]3[CH2:51][CH2:50][C:49]4[CH:52]=[CH:53][CH:54]=[CH:55][C:48]=4[NH:47][C:46]3=[O:56])[CH2:43][CH2:44]2)=[O:38])[C:16]([N:18]2[CH2:23][CH2:22][N:21]([CH:24]3[CH2:25][CH2:26][N:27]([CH3:30])[CH2:28][CH2:29]3)[C@H:20]([C:31]([OH:33])=[O:32])[CH2:19]2)=[O:17])=[CH:6][C:5]=1[Cl:57]. The catalyst class is: 1. (3) The catalyst class is: 9. Product: [Cl:30][CH2:14][C:11]1[CH:12]=[CH:13][C:8]2[S:7][C:6]3[N:16]=[CH:17][CH:18]=[N:19][C:5]=3[N:4]([CH2:3][O:2][CH3:1])[C:9]=2[CH:10]=1. Reactant: [CH3:1][O:2][CH2:3][N:4]1[C:9]2[CH:10]=[C:11]([CH2:14]O)[CH:12]=[CH:13][C:8]=2[S:7][C:6]2[N:16]=[CH:17][CH:18]=[N:19][C:5]1=2.N1C=CC=CC=1.CS([Cl:30])(=O)=O.C(Cl)Cl.C(=O)([O-])O.[Na+].